Dataset: Reaction yield outcomes from USPTO patents with 853,638 reactions. Task: Predict the reaction yield, written as a fraction of the theoretical maximum amount of product (1.0 means a 100% yield; for example, 0.34 means a 34% yield). (1) The reactants are [CH:1]1([NH:4][C:5](=[O:44])[NH:6][C:7]2[CH:42]=[CH:41][C:10]([O:11][C:12]3[CH:17]=[CH:16][N:15]=[C:14]4[CH:18]=[C:19]([C:21]5[N:22]=[CH:23][N:24]([CH2:26][CH2:27][N:28]6[CH2:33][CH2:32][N:31](C(OC(C)(C)C)=O)[CH2:30][CH2:29]6)[CH:25]=5)[S:20][C:13]=34)=[C:9]([F:43])[CH:8]=2)[CH2:3][CH2:2]1.C(O)(C(F)(F)F)=O. The catalyst is C(Cl)Cl. The product is [CH:1]1([NH:4][C:5]([NH:6][C:7]2[CH:42]=[CH:41][C:10]([O:11][C:12]3[CH:17]=[CH:16][N:15]=[C:14]4[CH:18]=[C:19]([C:21]5[N:22]=[CH:23][N:24]([CH2:26][CH2:27][N:28]6[CH2:29][CH2:30][NH:31][CH2:32][CH2:33]6)[CH:25]=5)[S:20][C:13]=34)=[C:9]([F:43])[CH:8]=2)=[O:44])[CH2:2][CH2:3]1. The yield is 0.740. (2) The reactants are [CH3:1][C:2]([CH3:4])=O.[NH2:5][CH2:6][C:7]1[CH:12]=[C:11]([O:13][C:14]2[CH:19]=[CH:18][C:17]([NH:20][C:21]3[CH:26]=[C:25]([C:27]4[CH:32]=[CH:31][CH:30]=[CH:29][CH:28]=4)[N:24]=[C:23]([NH2:33])[N:22]=3)=[CH:16][CH:15]=2)[CH:10]=[CH:9][N:8]=1.C(O[BH-](OC(=O)C)OC(=O)C)(=O)C.[Na+]. The catalyst is C(Cl)Cl.C[O-].[Ti+4].C[O-].C[O-].C[O-]. The product is [CH:2]([NH:5][CH2:6][C:7]1[CH:12]=[C:11]([O:13][C:14]2[CH:15]=[CH:16][C:17]([NH:20][C:21]3[CH:26]=[C:25]([C:27]4[CH:32]=[CH:31][CH:30]=[CH:29][CH:28]=4)[N:24]=[C:23]([NH2:33])[N:22]=3)=[CH:18][CH:19]=2)[CH:10]=[CH:9][N:8]=1)([CH3:4])[CH3:1]. The yield is 0.422. (3) The reactants are [Br:1][C:2]1[C:3]([N:20]2[CH2:25][CH2:24][CH2:23][C@@H:22]([NH:26]C(=O)OC(C)(C)C)[CH2:21]2)=[C:4]2[C:10]([NH:11][C:12]([C:14]3[CH:19]=[N:18][CH:17]=[CH:16][N:15]=3)=[O:13])=[CH:9][NH:8][C:5]2=[N:6][CH:7]=1.C(O)(C(F)(F)F)=O.C(Cl)[Cl:42]. No catalyst specified. The product is [ClH:42].[NH2:26][C@@H:22]1[CH2:23][CH2:24][CH2:25][N:20]([C:3]2[C:2]([Br:1])=[CH:7][N:6]=[C:5]3[NH:8][CH:9]=[C:10]([NH:11][C:12]([C:14]4[CH:19]=[N:18][CH:17]=[CH:16][N:15]=4)=[O:13])[C:4]=23)[CH2:21]1. The yield is 0.330. (4) The catalyst is O.O1CCCC1. The reactants are [N+:1]([C:4]1[CH:9]=[C:8]([CH2:10][CH:11]2[CH2:16][CH2:15][NH:14][CH2:13][CH2:12]2)[CH:7]=[CH:6][C:5]=1[OH:17])([O-:3])=[O:2].C(N(CC)CC)C.[C:25](O[C:25]([O:27][C:28]([CH3:31])([CH3:30])[CH3:29])=[O:26])([O:27][C:28]([CH3:31])([CH3:30])[CH3:29])=[O:26]. The yield is 1.00. The product is [OH:17][C:5]1[CH:6]=[CH:7][C:8]([CH2:10][CH:11]2[CH2:16][CH2:15][N:14]([C:25]([O:27][C:28]([CH3:31])([CH3:30])[CH3:29])=[O:26])[CH2:13][CH2:12]2)=[CH:9][C:4]=1[N+:1]([O-:3])=[O:2]. (5) The reactants are [N:1]1[C:10]2[CH:9]([NH:11][CH2:12][CH2:13][CH2:14][CH2:15][N:16]3[C:24](=[O:25])[C:23]4[C:18](=[CH:19][CH:20]=[CH:21][CH:22]=4)[C:17]3=[O:26])[CH2:8][CH2:7][CH2:6][C:5]=2[CH:4]=[CH:3][CH:2]=1.[CH3:27][N:28]1[C:32]2[CH:33]=[CH:34][CH:35]=[CH:36][C:31]=2[N:30]=[C:29]1[CH:37]=O.[BH-](OC(C)=O)(OC(C)=O)OC(C)=O.[Na+]. The catalyst is ClCCl. The product is [CH3:27][N:28]1[C:32]2[CH:33]=[CH:34][CH:35]=[CH:36][C:31]=2[N:30]=[C:29]1[CH2:37][N:11]([CH:9]1[C:10]2[N:1]=[CH:2][CH:3]=[CH:4][C:5]=2[CH2:6][CH2:7][CH2:8]1)[CH2:12][CH2:13][CH2:14][CH2:15][N:16]1[C:24](=[O:25])[C:23]2[C:18](=[CH:19][CH:20]=[CH:21][CH:22]=2)[C:17]1=[O:26]. The yield is 0.360. (6) The reactants are [Cl-].[CH3:2][O:3][CH2:4][P+](C1C=CC=CC=1)(C1C=CC=CC=1)C1C=CC=CC=1.CC(C)([O-])C.[K+].[Br:30][C:31]1[CH:32]=[C:33]2[C:37](=[CH:38][CH:39]=1)[C:36](=O)[CH2:35][CH2:34]2. The catalyst is C1COCC1. The product is [Br:30][C:31]1[CH:32]=[C:33]2[C:37](=[CH:38][CH:39]=1)/[C:36](=[CH:2]/[O:3][CH3:4])/[CH2:35][CH2:34]2. The yield is 0.930. (7) The product is [CH3:1][O:2][C:3]1[C:8]2[O:9][CH2:10][O:11][C:7]=2[CH:6]=[C:5]([CH2:12][OH:13])[CH:4]=1. The yield is 0.520. The reactants are [CH3:1][O:2][C:3]1[C:8]2[O:9][CH2:10][O:11][C:7]=2[CH:6]=[C:5]([C:12](OC)=[O:13])[CH:4]=1.[H-].[H-].[H-].[H-].[Li+].[Al+3].O.[OH-].[Na+]. The catalyst is C1COCC1.